From a dataset of Reaction yield outcomes from USPTO patents with 853,638 reactions. Predict the reaction yield, written as a fraction of the theoretical maximum amount of product (1.0 means a 100% yield; for example, 0.34 means a 34% yield). The reactants are [F:1][C:2]1[CH:9]=[C:8]([N:10]2[CH2:15][CH2:14][O:13][CH2:12][CH2:11]2)[CH:7]=[CH:6][C:3]=1[CH:4]=O.[CH3:16][C@@H:17]1[CH2:22][NH:21][CH2:20][CH2:19][N:18]1[C:23]([O:25][C:26]([CH3:29])([CH3:28])[CH3:27])=[O:24].ClCCCl.C(O[BH-](OC(=O)C)OC(=O)C)(=O)C.[Na+]. The catalyst is O. The product is [F:1][C:2]1[CH:9]=[C:8]([N:10]2[CH2:15][CH2:14][O:13][CH2:12][CH2:11]2)[CH:7]=[CH:6][C:3]=1[CH2:4][N:21]1[CH2:20][CH2:19][N:18]([C:23]([O:25][C:26]([CH3:29])([CH3:28])[CH3:27])=[O:24])[C@H:17]([CH3:16])[CH2:22]1. The yield is 0.930.